Task: Predict the reaction yield, written as a fraction of the theoretical maximum amount of product (1.0 means a 100% yield; for example, 0.34 means a 34% yield).. Dataset: Reaction yield outcomes from USPTO patents with 853,638 reactions (1) The reactants are [N+](C1C=CC([O:10][C:11]([N:13]2[CH:18]([C:19]3[CH:24]=[CH:23][C:22]([F:25])=[C:21]([F:26])[CH:20]=3)[C:17]([C:27]([O:29][CH3:30])=[O:28])=[C:16]([CH2:31][O:32][CH3:33])[NH:15][C:14]2=[O:34])=O)=CC=1)([O-])=O.[C:35]1([C:41]2([C:51]3[O:52][CH:53]=[CH:54][CH:55]=3)[CH2:46][CH2:45][N:44]([CH2:47][CH2:48][CH2:49][NH2:50])[CH2:43][CH2:42]2)[CH:40]=[CH:39][CH:38]=[CH:37][CH:36]=1. The catalyst is C(Cl)Cl. The product is [CH3:30][O:29][C:27]([C:17]1[CH:18]([C:19]2[CH:24]=[CH:23][C:22]([F:25])=[C:21]([F:26])[CH:20]=2)[N:13]([C:11](=[O:10])[NH:50][CH2:49][CH2:48][CH2:47][N:44]2[CH2:45][CH2:46][C:41]([C:35]3[CH:36]=[CH:37][CH:38]=[CH:39][CH:40]=3)([C:51]3[O:52][CH:53]=[CH:54][CH:55]=3)[CH2:42][CH2:43]2)[C:14](=[O:34])[NH:15][C:16]=1[CH2:31][O:32][CH3:33])=[O:28]. The yield is 0.850. (2) The reactants are C[O:2][C:3](=[O:20])[CH:4]([CH3:19])[CH2:5][NH:6][C:7]([O:9][CH2:10][C:11]1[CH:16]=[CH:15][C:14]([O:17][CH3:18])=[CH:13][CH:12]=1)=[O:8].[OH-].[Li+]. The catalyst is CO. The product is [CH3:18][O:17][C:14]1[CH:13]=[CH:12][C:11]([CH2:10][O:9][C:7]([NH:6][CH2:5][CH:4]([CH3:19])[C:3]([OH:20])=[O:2])=[O:8])=[CH:16][CH:15]=1. The yield is 0.970. (3) The reactants are [N+:1]([C:4]1[N:5]=[C:6]([S:9][C:10]2[CH:15]=[CH:14][CH:13]=[CH:12][C:11]=2[N+:16]([O-:18])=[O:17])[NH:7][CH:8]=1)([O-:3])=[O:2].[CH3:19]N(C)C=O.C(=O)([O-])[O-].[K+].[K+].[F-].[Cs+].[C:32]([O:35][CH2:36][CH3:37])(=O)C. The catalyst is O. The product is [CH3:19][C@@:36]1([CH2:37][N:7]2[CH:8]=[C:4]([N+:1]([O-:3])=[O:2])[N:5]=[C:6]2[S:9][C:10]2[CH:15]=[CH:14][CH:13]=[CH:12][C:11]=2[N+:16]([O-:18])=[O:17])[CH2:32][O:35]1. The yield is 0.790. (4) The reactants are Cl[C:2]1[N:6]([CH3:7])[N:5]=[CH:4][C:3]=1[N+:8]([O-:10])=[O:9].[CH3:11][N:12]1[CH2:17][CH:16]=[C:15](B2OC(C)(C)C(C)(C)O2)[CH2:14][CH2:13]1.C([O-])([O-])=O.[Na+].[Na+].CC([O-])=O.[K+]. The product is [CH3:11][N:12]1[CH2:13][CH:14]=[C:15]([C:2]2[N:6]([CH3:7])[N:5]=[CH:4][C:3]=2[N+:8]([O-:10])=[O:9])[CH2:16][CH2:17]1. The catalyst is CC#N.C1C=CC(P(C2C=CC=CC=2)[C-]2C=CC=C2)=CC=1.C1C=CC(P(C2C=CC=CC=2)[C-]2C=CC=C2)=CC=1.Cl[Pd]Cl.[Fe+2]. The yield is 0.160. (5) The reactants are [Cl:1][C:2]1[CH:3]=[CH:4][C:5]([CH3:11])=[C:6]([N:8]=[C:9]=[O:10])[CH:7]=1.S(Cl)(Cl)(=O)=O.N(C(C)(C)C#N)=NC(C)(C)C#N.[Al+3].[Cl-].[Cl-].[Cl-].[CH:33]1[CH:38]=[CH:37][CH:36]=[CH:35][CH:34]=1. The catalyst is C(Cl)(Cl)(Cl)Cl.C(Cl)Cl. The product is [Cl:1][C:2]1[CH:3]=[CH:4][C:5]2[CH2:11][C:34]3[CH:35]=[CH:36][CH:37]=[CH:38][C:33]=3[C:9](=[O:10])[NH:8][C:6]=2[CH:7]=1. The yield is 0.140. (6) The reactants are [F:1][C:2]1[C:10]([C:11]2[CH:16]=[CH:15][C:14]([O:17][CH2:18][CH2:19][OH:20])=[CH:13][CH:12]=2)=[C:9]([F:21])[CH:8]=[C:7]2[C:3]=1[C:4]([CH:22]=[O:23])=[CH:5][NH:6]2.Cl([O-])=[O:25].[Na+].P([O-])(O)(O)=O.[Na+].S([O-])([O-])=O.[Na+].[Na+]. The catalyst is C(#N)C.C(O)(C)(C)C.CC(=CC)C.O. The product is [F:1][C:2]1[C:10]([C:11]2[CH:12]=[CH:13][C:14]([O:17][CH2:18][CH2:19][OH:20])=[CH:15][CH:16]=2)=[C:9]([F:21])[CH:8]=[C:7]2[C:3]=1[C:4]([C:22]([OH:25])=[O:23])=[CH:5][NH:6]2. The yield is 0.290. (7) The reactants are [F:1][C:2]1[CH:7]=[CH:6][C:5]([C:8]2[C:20]([C:21]3[CH:26]=[CH:25][N:24]=[C:23]([NH:27][CH2:28][CH2:29][CH2:30][O:31]CC4C=CC(OC)=CC=4)[N:22]=3)=[C:11]3[CH:12]=[CH:13][C:14]([C:16]([F:19])([F:18])[F:17])=[CH:15][N:10]3[N:9]=2)=[CH:4][CH:3]=1.C([O-])(O)=O.[Na+]. The catalyst is Cl.O1CCOCC1. The product is [F:1][C:2]1[CH:7]=[CH:6][C:5]([C:8]2[C:20]([C:21]3[CH:26]=[CH:25][N:24]=[C:23]([NH:27][CH2:28][CH2:29][CH2:30][OH:31])[N:22]=3)=[C:11]3[CH:12]=[CH:13][C:14]([C:16]([F:19])([F:17])[F:18])=[CH:15][N:10]3[N:9]=2)=[CH:4][CH:3]=1. The yield is 0.800. (8) The reactants are [OH:1][C:2]1[CH:3]=[N:4][CH:5]=[CH:6][CH:7]=1.[H-].[Na+].Cl[C:11]1[N:16]=[C:15](Cl)[CH:14]=[C:13]([Cl:18])[N:12]=1.[NH:19]1[CH2:24][CH2:23][O:22][CH2:21][CH2:20]1. The catalyst is C1COCC1.C(Cl)Cl. The product is [Cl:18][C:13]1[N:12]=[C:11]([O:1][C:2]2[CH:3]=[N:4][CH:5]=[CH:6][CH:7]=2)[N:16]=[C:15]([N:19]2[CH2:24][CH2:23][O:22][CH2:21][CH2:20]2)[CH:14]=1. The yield is 0.147.